The task is: Predict the product of the given reaction.. This data is from Forward reaction prediction with 1.9M reactions from USPTO patents (1976-2016). Given the reactants C([N:3]1[N:7]=[C:6]([C:8]2[CH:9]=[CH:10][C:11]3[C:12]([CH:16]=2)=[N:13][S:14][N:15]=3)[C:5]([C:17]2[CH:22]=[CH:21][CH:20]=[C:19]([CH3:23])[N:18]=2)=[N:4]1)C.CC1N=C(C2NN=NC=2C2C=CC3N(N=CN=3)C=2)C=CC=1.O1C2C=CC(C3N=NNC=3C3C=CC=C(C)N=3)=CC=2CC1.O1C2C=CC(C3C(C4C=CC=C(C)N=4)=NNN=3)=CC=2OCC1.CN1C2C=C(C3C(C4C=CC=C(C)N=4)=NNN=3)C=CC=2N=C1.C(N1N=C(C2C=CC3N(N=CN=3)C=2)C(C2C=CC=C(C)N=2)=N1)C.CN1N=C(C2C=CC3N(N=CN=3)C=2)C(C2C=CC=C(C)N=2)=N1.COC1C=CC(C2C(C3C=CC=C(C)N=3)=NNN=2)=CC=1.FC1C=C(C2C(C3C=CC=C(C)N=3)=NNN=2)C=CC=1OC.ClC1C=C(C2C(C3C=CC=C(C)N=3)=NNN=2)C=CC=1OC, predict the reaction product. The product is: [CH3:23][C:19]1[N:18]=[C:17]([C:5]2[NH:4][N:3]=[N:7][C:6]=2[C:8]2[CH:9]=[CH:10][C:11]3[C:12]([CH:16]=2)=[N:13][S:14][N:15]=3)[CH:22]=[CH:21][CH:20]=1.